From a dataset of Full USPTO retrosynthesis dataset with 1.9M reactions from patents (1976-2016). Predict the reactants needed to synthesize the given product. (1) Given the product [CH2:40]([C:42]1[S:43][CH:44]=[C:45](/[CH:47]=[CH:1]\[C:3]2[C:4]([O:14][CH2:15][C:16]3[CH:36]=[CH:35][C:19]([O:20][CH2:21][C:22]4[N:23]=[C:24](/[CH:28]=[CH:29]/[C:30]([O:32][CH2:33][CH3:34])=[O:31])[O:25][C:26]=4[CH3:27])=[C:18]([O:37][CH3:38])[CH:17]=3)=[N:5][N:6]([C:8]3[CH:9]=[CH:10][CH:11]=[CH:12][CH:13]=3)[CH:7]=2)[N:46]=1)[CH3:41], predict the reactants needed to synthesize it. The reactants are: [CH:1]([C:3]1[C:4]([O:14][CH2:15][C:16]2[CH:36]=[CH:35][C:19]([O:20][CH2:21][C:22]3[N:23]=[C:24](/[CH:28]=[CH:29]/[C:30]([O:32][CH2:33][CH3:34])=[O:31])[O:25][C:26]=3[CH3:27])=[C:18]([O:37][CH3:38])[CH:17]=2)=[N:5][N:6]([C:8]2[CH:13]=[CH:12][CH:11]=[CH:10][CH:9]=2)[CH:7]=1)=O.[Cl-].[CH2:40]([C:42]1[S:43][CH:44]=[C:45]([CH2:47][P+](C2C=CC=CC=2)(C2C=CC=CC=2)C2C=CC=CC=2)[N:46]=1)[CH3:41].C(=O)([O-])[O-].[K+].[K+].CN(C)C=O. (2) Given the product [F:20][C:21]1[CH:22]=[C:23]([CH2:29][CH:30]([CH3:36])[C:31]([OH:33])=[O:32])[CH:24]=[C:25]([F:28])[C:26]=1[O:15][CH2:14][C:13]1[C:9]([C:3]2[CH:4]=[CH:5][C:6]([CH3:8])=[CH:7][C:2]=2[F:1])=[N:10][S:11][C:12]=1[C:16]([F:19])([F:17])[F:18], predict the reactants needed to synthesize it. The reactants are: [F:1][C:2]1[CH:7]=[C:6]([CH3:8])[CH:5]=[CH:4][C:3]=1[C:9]1[C:13]([CH2:14][OH:15])=[C:12]([C:16]([F:19])([F:18])[F:17])[S:11][N:10]=1.[F:20][C:21]1[CH:22]=[C:23]([CH2:29][CH:30]([CH3:36])[C:31]([O:33]CC)=[O:32])[CH:24]=[C:25]([F:28])[C:26]=1O. (3) Given the product [C:13]([C@@:10]1([CH:15]([CH3:17])[CH3:16])[CH2:11][CH2:12][N:8]([C:6]2[CH:5]=[CH:4][N:3]=[C:2]([NH:19][C:20]3[CH:21]=[CH:22][C:23]([C:26]([NH2:28])=[O:27])=[N:24][CH:25]=3)[N:7]=2)[C:9]1=[O:18])#[N:14], predict the reactants needed to synthesize it. The reactants are: Cl[C:2]1[N:7]=[C:6]([N:8]2[CH2:12][CH2:11][C@:10]([CH:15]([CH3:17])[CH3:16])([C:13]#[N:14])[C:9]2=[O:18])[CH:5]=[CH:4][N:3]=1.[NH2:19][C:20]1[CH:21]=[CH:22][C:23]([C:26]([NH2:28])=[O:27])=[N:24][CH:25]=1.C(=O)([O-])[O-].[Cs+].[Cs+].C1(P(C2C=CC=CC=2)C2C=CC3C(=CC=CC=3)C=2C2C3C(=CC=CC=3)C=CC=2P(C2C=CC=CC=2)C2C=CC=CC=2)C=CC=CC=1.